Dataset: Full USPTO retrosynthesis dataset with 1.9M reactions from patents (1976-2016). Task: Predict the reactants needed to synthesize the given product. (1) Given the product [Cl:13][C:14]1[CH:22]=[CH:21][C:20]([Cl:23])=[C:19]2[C:15]=1/[C:16](=[N:12]/[NH:11][C:9](=[O:10])[CH2:8][C:5]1[CH:6]=[N:7][C:2](=[O:1])[NH:3][CH:4]=1)/[C:17](=[O:24])[NH:18]2, predict the reactants needed to synthesize it. The reactants are: [O:1]=[C:2]1[N:7]=[CH:6][C:5]([CH2:8][C:9]([NH:11][NH2:12])=[O:10])=[CH:4][NH:3]1.[Cl:13][C:14]1[CH:22]=[CH:21][C:20]([Cl:23])=[C:19]2[C:15]=1[C:16](=O)[C:17](=[O:24])[NH:18]2. (2) Given the product [ClH:1].[CH3:29][O:31][C:5]1[CH:14]=[CH:13][C:12]2[C:7](=[CH:8][CH:9]=[CH:10][CH:11]=2)[C:6]=1[O:15][CH:16]1[CH2:17][NH:18][CH2:19]1, predict the reactants needed to synthesize it. The reactants are: [ClH:1].COC[C:5]1[CH:14]=[CH:13][C:12]2[C:7](=[CH:8][CH:9]=[CH:10][CH:11]=2)[C:6]=1[O:15][CH:16]1[CH2:19][NH:18][CH2:17]1.C1(C(C2C=CC=CC=2)N2C[CH:29]([O:31]C3C4C(=CC=CC=4)C=CC=3COC)C2)C=CC=CC=1. (3) Given the product [NH2:19][C:10]1[C:9]2[N:8]=[CH:7][N:6]([CH2:5][CH2:4][CH2:3][CH2:2][NH:1][C:25](=[O:26])[C:24]3[CH:28]=[CH:29][CH:30]=[C:22]([C:20]#[N:21])[CH:23]=3)[C:18]=2[C:17]2[CH:16]=[CH:15][CH:14]=[CH:13][C:12]=2[N:11]=1, predict the reactants needed to synthesize it. The reactants are: [NH2:1][CH2:2][CH2:3][CH2:4][CH2:5][N:6]1[C:18]2[C:17]3[CH:16]=[CH:15][CH:14]=[CH:13][C:12]=3[N:11]=[C:10]([NH2:19])[C:9]=2[N:8]=[CH:7]1.[C:20]([C:22]1[CH:23]=[C:24]([CH:28]=[CH:29][CH:30]=1)[C:25](Cl)=[O:26])#[N:21]. (4) Given the product [CH:15]1[C:16]2[C:11](=[CH:10][CH:9]=[CH:8][C:7]=2[NH:6][S:2]([CH3:1])(=[O:4])=[O:3])[CH:12]=[CH:13][N:14]=1, predict the reactants needed to synthesize it. The reactants are: [CH3:1][S:2](Cl)(=[O:4])=[O:3].[NH2:6][C:7]1[CH:8]=[CH:9][CH:10]=[C:11]2[C:16]=1[CH:15]=[N:14][CH:13]=[CH:12]2.